Dataset: Catalyst prediction with 721,799 reactions and 888 catalyst types from USPTO. Task: Predict which catalyst facilitates the given reaction. (1) Reactant: O.[OH-].[Li+].[CH3:4][C@H:5]1[CH2:10][CH2:9][C@H:8]([C@H:11]([NH:16][C:17]([C:19]2[C:28]([NH:29][C:30]([NH:32][C:33]3[C:38]([Cl:39])=[CH:37][C:36]([Cl:40])=[CH:35][C:34]=3[Cl:41])=[O:31])=[CH:27][C:26]3[C:21](=[CH:22][CH:23]=[CH:24][CH:25]=3)[CH:20]=2)=[O:18])[C:12]([O:14]C)=[O:13])[CH2:7][CH2:6]1.CO.Cl. The catalyst class is: 20. Product: [CH3:4][C@H:5]1[CH2:10][CH2:9][C@H:8]([C@H:11]([NH:16][C:17]([C:19]2[C:28]([NH:29][C:30]([NH:32][C:33]3[C:34]([Cl:41])=[CH:35][C:36]([Cl:40])=[CH:37][C:38]=3[Cl:39])=[O:31])=[CH:27][C:26]3[C:21](=[CH:22][CH:23]=[CH:24][CH:25]=3)[CH:20]=2)=[O:18])[C:12]([OH:14])=[O:13])[CH2:7][CH2:6]1. (2) Reactant: [Cl:1][C:2]1[CH:17]=[CH:16][C:5]([C:6]2[CH:11]=[C:10]([CH3:12])[C:9](B(O)O)=[CH:8][CH:7]=2)=[CH:4][CH:3]=1.[C:18]([O-:21])(=[O:20])[CH3:19].[C:22]([O-:25])(=[O:24])[CH3:23].[C:26]([O-:29])(=[O:28])[CH3:27].C([O-])(=O)C.[Pb+4:34].CCCCCC.C(=O)([O-])[O-].[K+].[K+]. Product: [C:18]([O-:21])(=[O:20])[CH3:19].[C:22]([O-:25])(=[O:24])[CH3:23].[C:26]([O-:29])(=[O:28])[CH3:27].[Cl:1][C:2]1[CH:17]=[CH:16][C:5]([C:6]2[CH:11]=[C:10]([CH3:12])[C:9]([Pb+3:34])=[CH:8][CH:7]=2)=[CH:4][CH:3]=1. The catalyst class is: 22.